From a dataset of Full USPTO retrosynthesis dataset with 1.9M reactions from patents (1976-2016). Predict the reactants needed to synthesize the given product. (1) Given the product [CH3:1][O:2][CH2:3][C:4]1[N:9]=[C:8]([CH2:10][CH2:11][CH3:12])[N:7]([CH2:15][C:16]2[CH:17]=[CH:18][C:19]([C:22]3[C:23]([C:28]#[N:29])=[CH:24][CH:25]=[CH:26][CH:27]=3)=[CH:20][CH:21]=2)[C:6](=[O:13])[CH:5]=1, predict the reactants needed to synthesize it. The reactants are: [CH3:1][O:2][CH2:3][C:4]1[N:9]=[C:8]([CH2:10][CH2:11][CH3:12])[NH:7][C:6](=[O:13])[CH:5]=1.Br[CH2:15][C:16]1[CH:21]=[CH:20][C:19]([C:22]2[C:23]([C:28]#[N:29])=[CH:24][CH:25]=[CH:26][CH:27]=2)=[CH:18][CH:17]=1.C(=O)([O-])[O-].[K+].[K+]. (2) Given the product [Br:19][C:5]1[C:4]([N+:9]([O-:11])=[O:10])=[CH:3][C:2]([Br:1])=[CH:7][N:6]=1, predict the reactants needed to synthesize it. The reactants are: [Br:1][C:2]1[CH:3]=[C:4]([N+:9]([O-:11])=[O:10])[C:5](O)=[N:6][CH:7]=1.CN(C=O)C.P(Br)(Br)([Br:19])=O.O. (3) Given the product [CH2:1]1[C:9]2[C:4](=[CH:5][CH:6]=[CH:7][CH:8]=2)[CH2:3][CH:2]1[C@H:10]1[NH:15][C:14](=[O:16])[C@@H:13]([CH:17]([CH2:18][CH3:19])[CH2:20][CH3:21])[N:12]([CH2:22][C:23]2[CH:31]=[CH:30][C:29]([S:32]([CH3:35])(=[O:34])=[O:33])=[CH:28][C:24]=2[C:25]([N:61]2[CH2:65][CH2:64][CH2:63][CH2:62]2)=[O:26])[C:11]1=[O:36], predict the reactants needed to synthesize it. The reactants are: [CH2:1]1[C:9]2[C:4](=[CH:5][CH:6]=[CH:7][CH:8]=2)[CH2:3][CH:2]1[C@H:10]1[NH:15][C:14](=[O:16])[C@@H:13]([CH:17]([CH2:20][CH3:21])[CH2:18][CH3:19])[N:12]([CH2:22][C:23]2[CH:31]=[CH:30][C:29]([S:32]([CH3:35])(=[O:34])=[O:33])=[CH:28][C:24]=2[C:25](O)=[O:26])[C:11]1=[O:36].CN(C(ON1N=NC2C=CC=NC1=2)=[N+](C)C)C.F[P-](F)(F)(F)(F)F.[NH:61]1[CH2:65][CH2:64][CH2:63][CH2:62]1.C(N(C(C)C)CC)(C)C. (4) Given the product [Br:21][C:22]1[N:23]=[C:24]([NH:1][C:2]2[CH:7]=[CH:6][C:5]([CH:8]3[CH2:9][CH2:10][N:11]([C:14]([O:16][C:17]([CH3:20])([CH3:19])[CH3:18])=[O:15])[CH2:12][CH2:13]3)=[CH:4][CH:3]=2)[C:25]2[N:26]([CH:28]=[CH:29][N:30]=2)[CH:27]=1, predict the reactants needed to synthesize it. The reactants are: [NH2:1][C:2]1[CH:7]=[CH:6][C:5]([CH:8]2[CH2:13][CH2:12][N:11]([C:14]([O:16][C:17]([CH3:20])([CH3:19])[CH3:18])=[O:15])[CH2:10][CH2:9]2)=[CH:4][CH:3]=1.[Br:21][C:22]1[N:23]=[C:24](Br)[C:25]2[N:26]([CH:28]=[CH:29][N:30]=2)[CH:27]=1.C(N(CC)C(C)C)(C)C.